This data is from NCI-60 drug combinations with 297,098 pairs across 59 cell lines. The task is: Regression. Given two drug SMILES strings and cell line genomic features, predict the synergy score measuring deviation from expected non-interaction effect. (1) Drug 1: C1CCC(C1)C(CC#N)N2C=C(C=N2)C3=C4C=CNC4=NC=N3. Drug 2: CC1=C(N=C(N=C1N)C(CC(=O)N)NCC(C(=O)N)N)C(=O)NC(C(C2=CN=CN2)OC3C(C(C(C(O3)CO)O)O)OC4C(C(C(C(O4)CO)O)OC(=O)N)O)C(=O)NC(C)C(C(C)C(=O)NC(C(C)O)C(=O)NCCC5=NC(=CS5)C6=NC(=CS6)C(=O)NCCC[S+](C)C)O. Cell line: SF-268. Synergy scores: CSS=0.510, Synergy_ZIP=-5.83, Synergy_Bliss=-12.9, Synergy_Loewe=-31.3, Synergy_HSA=-16.6. (2) Drug 1: CC1=C2C(C(=O)C3(C(CC4C(C3C(C(C2(C)C)(CC1OC(=O)C(C(C5=CC=CC=C5)NC(=O)OC(C)(C)C)O)O)OC(=O)C6=CC=CC=C6)(CO4)OC(=O)C)OC)C)OC. Drug 2: CC1=C(C(=O)C2=C(C1=O)N3CC4C(C3(C2COC(=O)N)OC)N4)N. Cell line: MALME-3M. Synergy scores: CSS=35.7, Synergy_ZIP=-5.37, Synergy_Bliss=-2.33, Synergy_Loewe=1.30, Synergy_HSA=3.08. (3) Drug 1: CN(C)C1=NC(=NC(=N1)N(C)C)N(C)C. Drug 2: C1=NC2=C(N=C(N=C2N1C3C(C(C(O3)CO)O)O)F)N. Cell line: NCI/ADR-RES. Synergy scores: CSS=2.04, Synergy_ZIP=-7.67, Synergy_Bliss=-5.15, Synergy_Loewe=-39.9, Synergy_HSA=-6.39. (4) Drug 1: C1=CC(=CC=C1C#N)C(C2=CC=C(C=C2)C#N)N3C=NC=N3. Drug 2: C1=CN(C(=O)N=C1N)C2C(C(C(O2)CO)O)O.Cl. Cell line: MALME-3M. Synergy scores: CSS=29.9, Synergy_ZIP=-5.54, Synergy_Bliss=-13.9, Synergy_Loewe=-22.3, Synergy_HSA=-13.6. (5) Drug 1: CC1=C(C=C(C=C1)NC2=NC=CC(=N2)N(C)C3=CC4=NN(C(=C4C=C3)C)C)S(=O)(=O)N.Cl. Drug 2: C1=CC(=CC=C1CCCC(=O)O)N(CCCl)CCCl. Cell line: A498. Synergy scores: CSS=27.0, Synergy_ZIP=-3.92, Synergy_Bliss=0.0519, Synergy_Loewe=-4.16, Synergy_HSA=-2.96. (6) Drug 1: C1=CC(=C2C(=C1NCCNCCO)C(=O)C3=C(C=CC(=C3C2=O)O)O)NCCNCCO. Drug 2: CC1=C(C=C(C=C1)NC(=O)C2=CC=C(C=C2)CN3CCN(CC3)C)NC4=NC=CC(=N4)C5=CN=CC=C5. Cell line: OVCAR-4. Synergy scores: CSS=33.9, Synergy_ZIP=0.0366, Synergy_Bliss=6.69, Synergy_Loewe=-24.9, Synergy_HSA=6.79.